From a dataset of Full USPTO retrosynthesis dataset with 1.9M reactions from patents (1976-2016). Predict the reactants needed to synthesize the given product. (1) The reactants are: [C:1]([CH2:4][CH2:5][CH2:6][N:7]([CH3:67])[C@H:8]([C:12]([NH:14][C@H:15]([C:19]([N:21]([C@@H:23]([C@@H:63]([CH3:66])[CH2:64][CH3:65])[C@H:24]([O:61][CH3:62])[CH2:25][C:26]([N:28]1[CH2:32][CH2:31][CH2:30][C@H:29]1[C@H:33]([O:59][CH3:60])[C@@H:34]([CH3:58])[C:35](=[O:57])[NH:36][C@H:37]([CH2:45][CH2:46][C:47]1[CH:52]=[CH:51][C:50]([S:53]([OH:56])(=[O:55])=[O:54])=[CH:49][CH:48]=1)[CH2:38][C:39]1[CH:44]=[CH:43][CH:42]=[CH:41][CH:40]=1)=[O:27])[CH3:22])=[O:20])[CH:16]([CH3:18])[CH3:17])=[O:13])[CH:9]([CH3:11])[CH3:10])(O)=[O:2].FC(F)(F)C(O)=O.[O:75]=[C:76]1[CH:80]=[CH:79][C:78](=[O:81])[N:77]1[CH2:82][CH2:83][CH2:84][CH2:85][CH2:86][C:87]([NH:89][NH2:90])=[O:88].CN(C(ON1N=NC2C=CC=NC1=2)=[N+](C)C)C.F[P-](F)(F)(F)(F)F.CCN(C(C)C)C(C)C. Given the product [O:81]=[C:78]1[CH:79]=[CH:80][C:76](=[O:75])[N:77]1[CH2:82][CH2:83][CH2:84][CH2:85][CH2:86][C:87]([NH:89][NH:90][C:1](=[O:2])[CH2:4][CH2:5][CH2:6][N:7]([CH3:67])[C@H:8]([C:12]([NH:14][C@H:15]([C:19]([N:21]([C@@H:23]([C@@H:63]([CH3:66])[CH2:64][CH3:65])[C@H:24]([O:61][CH3:62])[CH2:25][C:26]([N:28]1[CH2:32][CH2:31][CH2:30][C@H:29]1[C@H:33]([O:59][CH3:60])[C@@H:34]([CH3:58])[C:35](=[O:57])[NH:36][C@H:37]([CH2:45][CH2:46][C:47]1[CH:52]=[CH:51][C:50]([S:53]([OH:56])(=[O:54])=[O:55])=[CH:49][CH:48]=1)[CH2:38][C:39]1[CH:44]=[CH:43][CH:42]=[CH:41][CH:40]=1)=[O:27])[CH3:22])=[O:20])[CH:16]([CH3:17])[CH3:18])=[O:13])[CH:9]([CH3:11])[CH3:10])=[O:88], predict the reactants needed to synthesize it. (2) Given the product [C:1]1([C:6]2[CH:7]=[CH:8][C:9]([N+:13]([O-:15])=[O:14])=[C:10]([NH:11][C:27](=[O:33])[N:36]([CH3:35])[CH2:37][CH2:38][CH3:39])[CH:12]=2)[CH2:5][CH2:4][CH2:3][CH:2]=1, predict the reactants needed to synthesize it. The reactants are: [C:1]1([C:6]2[CH:7]=[CH:8][C:9]([N+:13]([O-:15])=[O:14])=[C:10]([CH:12]=2)[NH2:11])[CH2:5][CH2:4][CH2:3][CH:2]=1.C(N(CC)CC)C.ClC(Cl)(O[C:27](=[O:33])OC(Cl)(Cl)Cl)Cl.[CH3:35][NH:36][CH2:37][CH2:38][CH3:39].